Dataset: Forward reaction prediction with 1.9M reactions from USPTO patents (1976-2016). Task: Predict the product of the given reaction. (1) Given the reactants [C:1]([O:5][C:6]([N:8]1[CH2:11][CH2:10][C@H:9]1[C:12]([OH:14])=O)=[O:7])([CH3:4])([CH3:3])[CH3:2].[CH2:15]([NH2:25])[CH2:16][CH2:17][CH2:18][CH2:19][CH2:20][CH2:21][CH2:22][CH2:23][CH3:24].C(N(CC)C(C)C)(C)C.C1CN([P+](ON2N=NC3C=CC=CC2=3)(N2CCCC2)N2CCCC2)CC1.F[P-](F)(F)(F)(F)F, predict the reaction product. The product is: [CH2:15]([NH:25][C:12]([C@@H:9]1[CH2:10][CH2:11][N:8]1[C:6]([O:5][C:1]([CH3:2])([CH3:3])[CH3:4])=[O:7])=[O:14])[CH2:16][CH2:17][CH2:18][CH2:19][CH2:20][CH2:21][CH2:22][CH2:23][CH3:24]. (2) The product is: [F:1][C:2]1[C:3]([C:22]([NH:24][CH2:25][C:26]2([C:32]3[CH:33]=[CH:34][N:35]=[CH:36][CH:37]=3)[CH2:27][CH2:28][N:29]([C:39]([O:41][CH3:42])=[O:40])[CH2:30][CH2:31]2)=[O:23])=[N:4][CH:5]=[CH:6][C:7]=1[S:8][C:9]1[S:13][C:12]([NH:14][C:15]2[CH:20]=[C:19]([CH3:21])[CH:18]=[CH:17][N:16]=2)=[N:11][CH:10]=1. Given the reactants [F:1][C:2]1[C:3]([C:22]([NH:24][CH2:25][C:26]2([C:32]3[CH:37]=[CH:36][N:35]=[CH:34][CH:33]=3)[CH2:31][CH2:30][NH:29][CH2:28][CH2:27]2)=[O:23])=[N:4][CH:5]=[CH:6][C:7]=1[S:8][C:9]1[S:13][C:12]([NH:14][C:15]2[CH:20]=[C:19]([CH3:21])[CH:18]=[CH:17][N:16]=2)=[N:11][CH:10]=1.Cl[C:39]([O:41][CH3:42])=[O:40], predict the reaction product.